From a dataset of Full USPTO retrosynthesis dataset with 1.9M reactions from patents (1976-2016). Predict the reactants needed to synthesize the given product. (1) Given the product [C:14]([C:11]1([C:17]2[CH:24]=[CH:23][C:20]([C:21]#[N:22])=[CH:19][CH:18]=2)[CH2:13][CH2:12]1)#[N:15], predict the reactants needed to synthesize it. The reactants are: C[Si]([N-][Si](C)(C)C)(C)C.[K+].[CH:11]1([C:14]#[N:15])[CH2:13][CH2:12]1.F[C:17]1[CH:24]=[CH:23][C:20]([C:21]#[N:22])=[CH:19][CH:18]=1.C([O-])(O)=O.[Na+].CCOC(C)=O. (2) Given the product [CH2:19]([O:11][C:10](=[O:12])[C:9]1[CH:13]=[CH:14][CH:15]=[C:7]([O:6][C:5]2[CH:16]=[CH:17][C:2]([OH:1])=[C:3]([CH3:18])[CH:4]=2)[CH:8]=1)[C:20]1[CH:25]=[CH:24][CH:23]=[CH:22][CH:21]=1, predict the reactants needed to synthesize it. The reactants are: [OH:1][C:2]1[CH:17]=[CH:16][C:5]([O:6][C:7]2[CH:8]=[C:9]([CH:13]=[CH:14][CH:15]=2)[C:10]([OH:12])=[O:11])=[CH:4][C:3]=1[CH3:18].[CH2:19](Br)[C:20]1[CH:25]=[CH:24][CH:23]=[CH:22][CH:21]=1.C(=O)([O-])[O-].[Cs+].[Cs+]. (3) Given the product [OH:11][CH2:12][C@H:14]1[CH2:18][N:17]([C@@H:19]([C:21]2[CH:22]=[CH:23][CH:24]=[CH:25][CH:26]=2)[CH3:20])[C:16](=[O:27])[NH:15]1, predict the reactants needed to synthesize it. The reactants are: C([C@@H]1CC[C@@H](C)C[C@H]1[O:11][C:12]([C@H:14]1[CH2:18][N:17]([C@@H:19]([C:21]2[CH:26]=[CH:25][CH:24]=[CH:23][CH:22]=2)[CH3:20])[C:16](=[O:27])[N:15]1S(C1C=CC(C)=CC=1)(=O)=O)=O)(C)C.[H-].[Al+3].[Li+].[H-].[H-].[H-].S([O-])([O-])(=O)=O.[Na+].[Na+]. (4) The reactants are: C([O:8][NH:9][C:10](=[O:26])[C:11]([NH:14][S:15]([C:18]1[CH:23]=[CH:22][C:21]([O:24][CH3:25])=[CH:20][CH:19]=1)(=[O:17])=[O:16])([CH3:13])[CH3:12])C1C=CC=CC=1. Given the product [OH:8][NH:9][C:10](=[O:26])[C:11]([NH:14][S:15]([C:18]1[CH:19]=[CH:20][C:21]([O:24][CH3:25])=[CH:22][CH:23]=1)(=[O:17])=[O:16])([CH3:13])[CH3:12], predict the reactants needed to synthesize it. (5) Given the product [F:30][C:31]1[CH:36]=[CH:35][C:34]([F:37])=[CH:33][C:32]=1[CH2:38][C:39]([NH:1][C:2]1[CH:7]=[CH:6][CH:5]=[C:4]([C:8]2[C:16]([C:17]3[CH:22]=[CH:21][N:20]=[C:19]([NH:23][C:24]4[CH:29]=[CH:28][CH:27]=[CH:26][CH:25]=4)[N:18]=3)=[C:11]3[CH:12]=[CH:13][CH:14]=[CH:15][N:10]3[N:9]=2)[CH:3]=1)=[O:40], predict the reactants needed to synthesize it. The reactants are: [NH2:1][C:2]1[CH:3]=[C:4]([C:8]2[C:16]([C:17]3[CH:22]=[CH:21][N:20]=[C:19]([NH:23][C:24]4[CH:29]=[CH:28][CH:27]=[CH:26][CH:25]=4)[N:18]=3)=[C:11]3[CH:12]=[CH:13][CH:14]=[CH:15][N:10]3[N:9]=2)[CH:5]=[CH:6][CH:7]=1.[F:30][C:31]1[CH:36]=[CH:35][C:34]([F:37])=[CH:33][C:32]=1[CH2:38][C:39](O)=[O:40]. (6) Given the product [OH:21][NH:20][C:18]([C:12]1[CH:11]=[C:10]2[C:15]([CH2:16][CH2:17][N:8]([C:6](=[O:7])[C:5]3[CH:28]=[CH:29][C:2]([CH3:1])=[CH:3][CH:4]=3)[CH2:9]2)=[CH:14][CH:13]=1)=[O:19], predict the reactants needed to synthesize it. The reactants are: [CH3:1][C:2]1[CH:29]=[CH:28][C:5]([C:6]([N:8]2[CH2:17][CH2:16][C:15]3[C:10](=[CH:11][C:12]([C:18]([NH:20][O:21]C4CCCCO4)=[O:19])=[CH:13][CH:14]=3)[CH2:9]2)=[O:7])=[CH:4][CH:3]=1.